Task: Regression. Given a peptide amino acid sequence and an MHC pseudo amino acid sequence, predict their binding affinity value. This is MHC class I binding data.. Dataset: Peptide-MHC class I binding affinity with 185,985 pairs from IEDB/IMGT (1) The peptide sequence is YVPCHIRQI. The MHC is Mamu-A01 with pseudo-sequence Mamu-A01. The binding affinity (normalized) is 0.688. (2) The binding affinity (normalized) is 0.0372. The peptide sequence is VIRHVDGKIL. The MHC is HLA-A02:03 with pseudo-sequence HLA-A02:03. (3) The MHC is HLA-A31:01 with pseudo-sequence HLA-A31:01. The peptide sequence is WSFLEDRVY. The binding affinity (normalized) is 0.0847. (4) The peptide sequence is AIEPSGNNY. The MHC is HLA-A03:01 with pseudo-sequence HLA-A03:01. The binding affinity (normalized) is 0. (5) The peptide sequence is KTKHLCRL. The MHC is Mamu-A01 with pseudo-sequence Mamu-A01. The binding affinity (normalized) is 0.245. (6) The peptide sequence is YQYGDNLIL. The MHC is HLA-B08:01 with pseudo-sequence HLA-B08:01. The binding affinity (normalized) is 0.0847. (7) The peptide sequence is NPAWRKAVFI. The MHC is HLA-B35:01 with pseudo-sequence HLA-B35:01. The binding affinity (normalized) is 0.